Dataset: Full USPTO retrosynthesis dataset with 1.9M reactions from patents (1976-2016). Task: Predict the reactants needed to synthesize the given product. (1) Given the product [Br:16][C:17]1[CH:18]=[CH:19][C:20]([CH:23]2[N:24]=[C:25]([NH:15][CH:7]([C:1]3[CH:6]=[CH:5][CH:4]=[CH:3][CH:2]=3)[CH2:8][C:9]3[CH:10]=[CH:11][CH:12]=[CH:13][CH:14]=3)[CH2:26][CH2:27]2)=[CH:21][CH:22]=1, predict the reactants needed to synthesize it. The reactants are: [C:1]1([CH:7]([NH2:15])[CH2:8][C:9]2[CH:14]=[CH:13][CH:12]=[CH:11][CH:10]=2)[CH:6]=[CH:5][CH:4]=[CH:3][CH:2]=1.[Br:16][C:17]1[CH:22]=[CH:21][C:20]([CH:23]2[CH2:27][CH2:26][C:25](OC)=[N:24]2)=[CH:19][CH:18]=1. (2) Given the product [CH3:22][N:23]1[C:31]2[C:26](=[C:27]([CH3:32])[CH:28]=[CH:29][CH:30]=2)[C:25]([CH2:33][N:6]2[C:7]3[CH:12]=[C:11]([CH3:13])[C:10]([CH3:14])=[CH:9][C:8]=3[N:4]([C:1]([CH3:3])=[CH2:2])[C:5]2=[O:15])=[CH:24]1, predict the reactants needed to synthesize it. The reactants are: [C:1]([N:4]1[C:8]2[CH:9]=[C:10]([CH3:14])[C:11]([CH3:13])=[CH:12][C:7]=2[NH:6][C:5]1=[O:15])([CH3:3])=[CH2:2].C([O-])([O-])=O.[K+].[K+].[CH3:22][N:23]1[C:31]2[C:26](=[C:27]([CH3:32])[CH:28]=[CH:29][CH:30]=2)[C:25]([CH2:33][N+](C)(C)C)=[CH:24]1.[I-]. (3) Given the product [Br:1][C:2]1[CH:3]=[CH:4][C:5]([O:9][CH:10]([F:11])[F:12])=[C:6]2[C:7]=1[CH:26]=[CH:31][CH:30]([CH:29]1[CH2:28][CH2:27]1)[O:8]2, predict the reactants needed to synthesize it. The reactants are: [Br:1][C:2]1[CH:3]=[CH:4][C:5]([O:9][CH:10]([F:12])[F:11])=[C:6]([OH:8])[CH:7]=1.[C:26]1(P([C:26]2[CH:31]=[CH:30][CH:29]=[CH:28][CH:27]=2)[C:26]2[CH:31]=[CH:30][CH:29]=[CH:28][CH:27]=2)[CH:31]=[CH:30][CH:29]=[CH:28][CH:27]=1.C1(C(O)C#C[Si](C)(C)C)CC1.N(C(OCC)=O)=NC(OCC)=O. (4) Given the product [F:33][C:34]([F:39])([F:38])[C:35]([OH:37])=[O:36].[Cl:1][C:2]1[CH:3]=[CH:4][C:5]([O:24][CH2:25][C:26]([O:28][C:29]([CH3:32])([CH3:31])[CH3:30])=[O:27])=[C:6]([CH2:8][N:9]2[CH2:14][CH2:13][NH:12][C@@H:11]([CH2:22][CH3:23])[CH2:10]2)[CH:7]=1, predict the reactants needed to synthesize it. The reactants are: [Cl:1][C:2]1[CH:3]=[CH:4][C:5]([O:24][CH2:25][C:26]([O:28][C:29]([CH3:32])([CH3:31])[CH3:30])=[O:27])=[C:6]([CH2:8][N:9]2[CH2:14][CH2:13][N:12](C(OC(C)(C)C)=O)[C@@H:11]([CH2:22][CH3:23])[CH2:10]2)[CH:7]=1.[F:33][C:34]([F:39])([F:38])[C:35]([OH:37])=[O:36].C1(C)C=CC=CC=1. (5) Given the product [F:1][C:2]1[N:10]=[CH:9][CH:8]=[C:4]([CH:3]=1)[C:5]([NH:16][CH2:15][CH2:14][N:13]([CH2:17][CH3:18])[CH2:11][CH3:12])=[O:7], predict the reactants needed to synthesize it. The reactants are: [F:1][C:2]1[CH:3]=[C:4]([CH:8]=[CH:9][N:10]=1)[C:5]([OH:7])=O.[CH2:11]([N:13]([CH2:17][CH3:18])[CH2:14][CH2:15][NH2:16])[CH3:12].C1C=CC2N(O)N=NC=2C=1.CCN=C=NCCCN(C)C.C(N(C(C)C)CC)(C)C.